This data is from Reaction yield outcomes from USPTO patents with 853,638 reactions. The task is: Predict the reaction yield, written as a fraction of the theoretical maximum amount of product (1.0 means a 100% yield; for example, 0.34 means a 34% yield). (1) The reactants are [Br:1][C:2]1[CH:7]=[C:6]([N+:8]([O-:10])=[O:9])[C:5]([OH:11])=[C:4]([F:12])[CH:3]=1.Br[CH2:14][C:15]([O:17][CH3:18])=[O:16].C([O-])([O-])=O.[K+].[K+].O. The catalyst is CN(C=O)C. The product is [Br:1][C:2]1[CH:7]=[C:6]([N+:8]([O-:10])=[O:9])[C:5]([O:11][CH2:14][C:15]([O:17][CH3:18])=[O:16])=[C:4]([F:12])[CH:3]=1. The yield is 0.990. (2) The reactants are [C:1]([O:5][C:6]([N:8]1[CH2:16][C:15]2[C:10](=[CH:11][CH:12]=[C:13](B3OC(C)(C)C(C)(C)O3)[CH:14]=2)[CH2:9]1)=[O:7])([CH3:4])([CH3:3])[CH3:2].C(=O)([O-])[O-].[K+].[K+].I[C:33]1[S:34][CH:35]=[C:36]([CH3:38])[N:37]=1. The catalyst is CN(C=O)C. The product is [C:1]([O:5][C:6]([N:8]1[CH2:16][C:15]2[C:10](=[CH:11][CH:12]=[C:13]([C:33]3[S:34][CH:35]=[C:36]([CH3:38])[N:37]=3)[CH:14]=2)[CH2:9]1)=[O:7])([CH3:2])([CH3:3])[CH3:4]. The yield is 0.360. (3) The reactants are [CH:1]([OH:3])=O.C(OC(=O)C)(=O)C.[OH:11][NH:12][CH:13]([CH2:23][S:24]([N:27]1[CH2:32][CH2:31][N:30]([C:33]2[CH:38]=[CH:37][C:36]([C:39]#[C:40][C:41]3[CH:46]=[CH:45][CH:44]=[CH:43][N:42]=3)=[CH:35][N:34]=2)[CH2:29][CH2:28]1)(=[O:26])=[O:25])[CH2:14][CH2:15][CH2:16][C:17]1[N:22]=[CH:21][CH:20]=[CH:19][N:18]=1. The catalyst is C1COCC1. The product is [OH:11][N:12]([CH:13]([CH2:23][S:24]([N:27]1[CH2:32][CH2:31][N:30]([C:33]2[CH:38]=[CH:37][C:36]([C:39]#[C:40][C:41]3[CH:46]=[CH:45][CH:44]=[CH:43][N:42]=3)=[CH:35][N:34]=2)[CH2:29][CH2:28]1)(=[O:26])=[O:25])[CH2:14][CH2:15][CH2:16][C:17]1[N:18]=[CH:19][CH:20]=[CH:21][N:22]=1)[CH:1]=[O:3]. The yield is 0.540.